From a dataset of NCI-60 drug combinations with 297,098 pairs across 59 cell lines. Regression. Given two drug SMILES strings and cell line genomic features, predict the synergy score measuring deviation from expected non-interaction effect. (1) Drug 1: C1CCC(CC1)NC(=O)N(CCCl)N=O. Drug 2: C1=C(C(=O)NC(=O)N1)F. Cell line: SF-539. Synergy scores: CSS=50.5, Synergy_ZIP=-11.0, Synergy_Bliss=-13.4, Synergy_Loewe=-13.5, Synergy_HSA=-8.50. (2) Drug 1: C1=CC(=CC=C1CCC2=CNC3=C2C(=O)NC(=N3)N)C(=O)NC(CCC(=O)O)C(=O)O. Drug 2: CN(CC1=CN=C2C(=N1)C(=NC(=N2)N)N)C3=CC=C(C=C3)C(=O)NC(CCC(=O)O)C(=O)O. Cell line: OVCAR-5. Synergy scores: CSS=19.2, Synergy_ZIP=-4.86, Synergy_Bliss=-0.385, Synergy_Loewe=-2.60, Synergy_HSA=3.17. (3) Drug 1: C1=CN(C(=O)N=C1N)C2C(C(C(O2)CO)O)O.Cl. Drug 2: COCCOC1=C(C=C2C(=C1)C(=NC=N2)NC3=CC=CC(=C3)C#C)OCCOC.Cl. Cell line: IGROV1. Synergy scores: CSS=5.82, Synergy_ZIP=-6.88, Synergy_Bliss=-7.60, Synergy_Loewe=-8.69, Synergy_HSA=-5.58. (4) Drug 1: CCCS(=O)(=O)NC1=C(C(=C(C=C1)F)C(=O)C2=CNC3=C2C=C(C=N3)C4=CC=C(C=C4)Cl)F. Drug 2: CC(C1=C(C=CC(=C1Cl)F)Cl)OC2=C(N=CC(=C2)C3=CN(N=C3)C4CCNCC4)N. Cell line: NCI-H322M. Synergy scores: CSS=-3.03, Synergy_ZIP=3.63, Synergy_Bliss=5.12, Synergy_Loewe=-2.78, Synergy_HSA=-1.39. (5) Drug 1: CC1C(C(CC(O1)OC2CC(OC(C2O)C)OC3=CC4=CC5=C(C(=O)C(C(C5)C(C(=O)C(C(C)O)O)OC)OC6CC(C(C(O6)C)O)OC7CC(C(C(O7)C)O)OC8CC(C(C(O8)C)O)(C)O)C(=C4C(=C3C)O)O)O)O. Drug 2: C1CCC(C(C1)N)N.C(=O)(C(=O)[O-])[O-].[Pt+4]. Cell line: UACC62. Synergy scores: CSS=61.7, Synergy_ZIP=-3.73, Synergy_Bliss=-3.63, Synergy_Loewe=-6.67, Synergy_HSA=-1.55. (6) Drug 1: C1CCN(CC1)CCOC2=CC=C(C=C2)C(=O)C3=C(SC4=C3C=CC(=C4)O)C5=CC=C(C=C5)O. Drug 2: CC1=CC=C(C=C1)C2=CC(=NN2C3=CC=C(C=C3)S(=O)(=O)N)C(F)(F)F. Cell line: HOP-62. Synergy scores: CSS=-1.09, Synergy_ZIP=1.09, Synergy_Bliss=-0.753, Synergy_Loewe=-5.96, Synergy_HSA=-6.01. (7) Drug 1: C1=CC(=C2C(=C1NCCNCCO)C(=O)C3=C(C=CC(=C3C2=O)O)O)NCCNCCO. Drug 2: C1=C(C(=O)NC(=O)N1)F. Cell line: M14. Synergy scores: CSS=34.4, Synergy_ZIP=-5.49, Synergy_Bliss=-6.53, Synergy_Loewe=-6.51, Synergy_HSA=-1.42. (8) Drug 1: CCCS(=O)(=O)NC1=C(C(=C(C=C1)F)C(=O)C2=CNC3=C2C=C(C=N3)C4=CC=C(C=C4)Cl)F. Drug 2: CC1=CC=C(C=C1)C2=CC(=NN2C3=CC=C(C=C3)S(=O)(=O)N)C(F)(F)F. Cell line: HCC-2998. Synergy scores: CSS=-5.47, Synergy_ZIP=6.51, Synergy_Bliss=1.41, Synergy_Loewe=-9.84, Synergy_HSA=-10.2.